From a dataset of Full USPTO retrosynthesis dataset with 1.9M reactions from patents (1976-2016). Predict the reactants needed to synthesize the given product. (1) Given the product [Br:13][C:9]1[CH:8]=[C:7]2[C:12](=[CH:11][CH:10]=1)[C@H:4]([NH2:1])[CH2:5][CH2:6]2, predict the reactants needed to synthesize it. The reactants are: [N:1]([C@H:4]1[C:12]2[C:7](=[CH:8][C:9]([Br:13])=[CH:10][CH:11]=2)[CH2:6][CH2:5]1)=[N+]=[N-].O.O.Cl[Sn]Cl. (2) Given the product [CH3:19][C:18]([OH:20])([CH3:21])[CH2:17][NH:16][C:2]1[N:3]=[N:4][C:5]([C:8]#[C:9][C:10]2[CH:15]=[CH:14][CH:13]=[CH:12][CH:11]=2)=[CH:6][CH:7]=1, predict the reactants needed to synthesize it. The reactants are: Cl[C:2]1[N:3]=[N:4][C:5]([C:8]#[C:9][C:10]2[CH:15]=[CH:14][CH:13]=[CH:12][CH:11]=2)=[CH:6][CH:7]=1.[NH2:16][CH2:17][C:18]([CH3:21])([OH:20])[CH3:19].